Task: Predict the product of the given reaction.. Dataset: Forward reaction prediction with 1.9M reactions from USPTO patents (1976-2016) (1) Given the reactants C(O)CCO.[C:6]([O:10][C:11]([N:13]1[CH2:18][CH2:17][CH:16]([C:19]2[C:28]3[C:23](=[CH:24][C:25]([O:29][CH2:30][CH2:31][CH2:32][OH:33])=[CH:26][CH:27]=3)[N:22]=[CH:21][N:20]=2)[CH2:15][CH2:14]1)=[O:12])([CH3:9])([CH3:8])[CH3:7].CCN(CC)CC.[CH3:41][S:42](Cl)(=[O:44])=[O:43], predict the reaction product. The product is: [C:6]([O:10][C:11]([N:13]1[CH2:18][CH2:17][CH:16]([C:19]2[C:28]3[C:23](=[CH:24][C:25]([O:29][CH2:30][CH2:31][CH2:32][OH:33])=[CH:26][CH:27]=3)[N:22]=[CH:21][N:20]=2)[CH2:15][CH2:14]1)=[O:12])([CH3:9])([CH3:8])[CH3:7].[C:6]([O:10][C:11]([N:13]1[CH2:18][CH2:17][CH:16]([C:19]2[C:28]3[C:23](=[CH:24][C:25]([O:29][CH2:30][CH2:31][CH2:32][O:33][S:42]([CH3:41])(=[O:44])=[O:43])=[CH:26][CH:27]=3)[N:22]=[CH:21][N:20]=2)[CH2:15][CH2:14]1)=[O:12])([CH3:9])([CH3:8])[CH3:7]. (2) Given the reactants [Cl:1][C:2]1[C:11](/[C:12](=[N:14]/[S@@:15]([C:17]([CH3:20])([CH3:19])[CH3:18])=[O:16])/[CH3:13])=[CH:10][C:9]2[C:4](=[CH:5][C:6]([O:22][CH2:23][C:24]3[CH:29]=[CH:28][CH:27]=[CH:26][N:25]=3)=[C:7]([Cl:21])[CH:8]=2)[N:3]=1.CCC(C)[BH-](C(C)CC)C(C)CC.[Li+], predict the reaction product. The product is: [Cl:1][C:2]1[C:11]([C@@H:12]([NH:14][S@@:15]([C:17]([CH3:18])([CH3:19])[CH3:20])=[O:16])[CH3:13])=[CH:10][C:9]2[C:4](=[CH:5][C:6]([O:22][CH2:23][C:24]3[CH:29]=[CH:28][CH:27]=[CH:26][N:25]=3)=[C:7]([Cl:21])[CH:8]=2)[N:3]=1. (3) Given the reactants [NH2:1][C:2]1[N:7]=[C:6](OS(C2C(C)=CC(C)=CC=2C)(=O)=O)[C:5]([CH2:21][C:22]2[CH:38]=[CH:37][C:25]([CH2:26][N:27]([CH2:31][C:32]([O:34][CH2:35][CH3:36])=[O:33])[C:28](=[O:30])[CH3:29])=[CH:24][C:23]=2[O:39][CH3:40])=[C:4]([CH3:41])[N:3]=1.[NH2:42][C@@H:43]([CH2:47][CH2:48][CH3:49])[CH2:44][CH2:45][OH:46], predict the reaction product. The product is: [NH2:1][C:2]1[N:7]=[C:6]([NH:42][C@@H:43]([CH2:47][CH2:48][CH3:49])[CH2:44][CH2:45][OH:46])[C:5]([CH2:21][C:22]2[CH:38]=[CH:37][C:25]([CH2:26][N:27]([CH2:31][C:32]([O:34][CH2:35][CH3:36])=[O:33])[C:28](=[O:30])[CH3:29])=[CH:24][C:23]=2[O:39][CH3:40])=[C:4]([CH3:41])[N:3]=1. (4) Given the reactants C[O:2][C:3]([C@@H:5]1[CH2:9][C@@H:8]([S:10]([C:13]2[CH:18]=[CH:17][C:16]([F:19])=[CH:15][C:14]=2[C:20]([F:23])([F:22])[F:21])(=[O:12])=[O:11])[CH2:7][N:6]1[C:24]1[N:25]([C:30]2[CH:35]=[CH:34][N:33]=[C:32]([Cl:36])[CH:31]=2)[N:26]=[C:27]([CH3:29])[CH:28]=1)=[O:4].[OH-].[Li+], predict the reaction product. The product is: [Cl:36][C:32]1[CH:31]=[C:30]([N:25]2[C:24]([N:6]3[CH2:7][C@H:8]([S:10]([C:13]4[CH:18]=[CH:17][C:16]([F:19])=[CH:15][C:14]=4[C:20]([F:21])([F:22])[F:23])(=[O:11])=[O:12])[CH2:9][C@H:5]3[C:3]([OH:4])=[O:2])=[CH:28][C:27]([CH3:29])=[N:26]2)[CH:35]=[CH:34][N:33]=1. (5) Given the reactants [Li]CCCC.[Cl:6][C:7]1[C:16]2[C:11](=[CH:12][CH:13]=[C:14](I)[CH:15]=2)[N:10]=[C:9]([O:18][CH3:19])[C:8]=1[C:20]([N:22]1[CH2:27][CH2:26][CH:25]([C:28]([F:31])([F:30])[F:29])[CH2:24][CH2:23]1)=[O:21].[CH3:32][C:33]1[C:38]([C:39]([C:41]2[N:45]([CH3:46])[N:44]=[N:43][CH:42]=2)=[O:40])=[CH:37][CH:36]=[C:35]([CH3:47])[N:34]=1, predict the reaction product. The product is: [Cl:6][C:7]1[C:16]2[C:11](=[CH:12][CH:13]=[C:14]([C:39]([C:38]3[C:33]([CH3:32])=[N:34][C:35]([CH3:47])=[CH:36][CH:37]=3)([C:41]3[N:45]([CH3:46])[N:44]=[N:43][CH:42]=3)[OH:40])[CH:15]=2)[N:10]=[C:9]([O:18][CH3:19])[C:8]=1[C:20]([N:22]1[CH2:27][CH2:26][CH:25]([C:28]([F:31])([F:30])[F:29])[CH2:24][CH2:23]1)=[O:21].